Dataset: Full USPTO retrosynthesis dataset with 1.9M reactions from patents (1976-2016). Task: Predict the reactants needed to synthesize the given product. Given the product [CH3:25][S:26]([C:29]1[CH:30]=[C:31]([NH:35][C:22]([C:21]2[CH:20]=[N:19][N:12]3[C:13]([C:15]([F:17])([F:18])[F:16])=[CH:14][C:9]([C:4]4[CH:5]=[CH:6][C:7]([F:8])=[C:2]([F:1])[CH:3]=4)=[N:10][C:11]=23)=[O:24])[CH:32]=[CH:33][CH:34]=1)(=[O:27])=[O:28], predict the reactants needed to synthesize it. The reactants are: [F:1][C:2]1[CH:3]=[C:4]([C:9]2[CH:14]=[C:13]([C:15]([F:18])([F:17])[F:16])[N:12]3[N:19]=[CH:20][C:21]([C:22]([OH:24])=O)=[C:11]3[N:10]=2)[CH:5]=[CH:6][C:7]=1[F:8].[CH3:25][S:26]([C:29]1[CH:30]=[C:31]([NH2:35])[CH:32]=[CH:33][CH:34]=1)(=[O:28])=[O:27].Cl.